Dataset: Peptide-MHC class I binding affinity with 185,985 pairs from IEDB/IMGT. Task: Regression. Given a peptide amino acid sequence and an MHC pseudo amino acid sequence, predict their binding affinity value. This is MHC class I binding data. (1) The peptide sequence is STVDVRNIV. The MHC is HLA-A68:02 with pseudo-sequence HLA-A68:02. The binding affinity (normalized) is 0.734. (2) The peptide sequence is ELEQTYHAKL. The MHC is HLA-A68:02 with pseudo-sequence HLA-A68:02. The binding affinity (normalized) is 0.151. (3) The peptide sequence is FMYITAATI. The MHC is HLA-A68:02 with pseudo-sequence HLA-A68:02. The binding affinity (normalized) is 0.134. (4) The binding affinity (normalized) is 0. The MHC is HLA-A23:01 with pseudo-sequence HLA-A23:01. The peptide sequence is SPAIFQCSM. (5) The peptide sequence is FMGRIRSVY. The MHC is HLA-A23:01 with pseudo-sequence HLA-A23:01. The binding affinity (normalized) is 0.